Dataset: Catalyst prediction with 721,799 reactions and 888 catalyst types from USPTO. Task: Predict which catalyst facilitates the given reaction. (1) Product: [O:37]=[C:32]1[CH:33]2[CH2:36][CH:29]([CH2:35][CH2:34]2)[C:30]([O:8][C:7](=[O:9])[C:6]2[CH:10]=[CH:11][C:3]([CH:2]([F:1])[F:17])=[N:4][C:5]=2[CH2:12][CH2:13][CH2:14][O:15][CH3:16])=[CH:31]1. Reactant: [F:1][CH:2]([F:17])[C:3]1[CH:11]=[CH:10][C:6]([C:7]([OH:9])=[O:8])=[C:5]([CH2:12][CH2:13][CH2:14][O:15][CH3:16])[N:4]=1.CN(C)C=O.C(Cl)(=O)C(Cl)=O.[CH:29]12[CH2:36][CH:33]([CH2:34][CH2:35]1)[C:32](=[O:37])[CH2:31][C:30]2=O. The catalyst class is: 236. (2) Reactant: C([O-])(=O)CCCCCCCCCCCCC.[O:17]([CH2:29][CH3:30])[C:18]([CH2:20][CH2:21][CH2:22][CH2:23][CH2:24][CH2:25][CH2:26][CH2:27][CH3:28])=[O:19].CCCCCCCC/C=C\CCCCCCCC(OCC(O)[C@H]1OC[C@H](O)[C@H]1O)=O.C(O)(=O)CCCCCCC.C([O-])(=O)CCCCCCC.[Na+].[CH3:82][CH2:83][N:84]([CH2:87][C:88]([NH:90][C:91]1[C:92]([CH3:98])=[CH:93][CH:94]=[CH:95][C:96]=1[CH3:97])=[O:89])[CH2:85][CH3:86]. Product: [CH3:86][CH2:85][N:84]([CH2:87][C:88]([NH:90][C:91]1[C:96]([CH3:97])=[CH:95][CH:94]=[CH:93][C:92]=1[CH3:98])=[O:89])[CH2:83][CH3:82].[O:17]([CH2:29][CH3:30])[C:18]([CH2:20][CH2:21][CH2:22][CH2:23][CH2:24][CH2:25][CH2:26][CH2:27][CH3:28])=[O:19]. The catalyst class is: 6. (3) Reactant: [F:1][C:2]1[CH:3]=[C:4]([CH2:9][C@H:10]([NH:14][C:15](=[O:21])[O:16][C:17]([CH3:20])([CH3:19])[CH3:18])[C@H:11]2[CH2:13][O:12]2)[CH:5]=[C:6]([F:8])[CH:7]=1.[O:22]1[C:31]2[C:26](=[CH:27][CH:28]=[CH:29][CH:30]=2)[CH:25]([NH2:32])[CH2:24][CH2:23]1. Product: [F:1][C:2]1[CH:3]=[C:4]([CH:5]=[C:6]([F:8])[CH:7]=1)[CH2:9][C@H:10]([NH:14][C:15](=[O:21])[O:16][C:17]([CH3:20])([CH3:19])[CH3:18])[C@H:11]([OH:12])[CH2:13][NH:32][CH:25]1[C:26]2[C:31](=[CH:30][CH:29]=[CH:28][CH:27]=2)[O:22][CH2:23][CH2:24]1. The catalyst class is: 41. (4) Reactant: C[O:2][C:3]([C:5]1[S:6][C:7]([C:13]#[C:14][CH:15]2[CH2:17][CH2:16]2)=[CH:8][C:9]=1[N+:10]([O-])=O)=[O:4]. Product: [NH2:10][C:9]1[CH:8]=[C:7]([CH2:13][CH2:14][CH:15]2[CH2:17][CH2:16]2)[S:6][C:5]=1[C:3]([OH:4])=[O:2]. The catalyst class is: 19. (5) The catalyst class is: 2. Reactant: [F:1][C:2]([F:7])([CH3:6])[C:3]([OH:5])=[O:4].O=P12OP3(OP(OP(O3)(O1)=O)(=O)O2)=O. Product: [F:1][C:2]([F:7])([CH3:6])[C:3]([O:5][C:3](=[O:4])[C:2]([F:7])([F:1])[CH3:6])=[O:4]. (6) Reactant: [CH:1]1([C:4]2[N:8]([CH3:9])[C:7]3[CH:10]=[C:11]([N:14]4[CH:19]=[CH:18][C:17]([OH:20])=[CH:16][C:15]4=[O:21])[CH:12]=[CH:13][C:6]=3[N:5]=2)[CH2:3][CH2:2]1.[Cl:22][C:23]1[S:24][C:25]([Cl:30])=[CH:26][C:27]=1[CH2:28]O.C(P(CCCC)CCCC)CCC.N(C(N1CCCCC1)=O)=NC(N1CCCCC1)=O. Product: [CH:1]1([C:4]2[N:8]([CH3:9])[C:7]3[CH:10]=[C:11]([N:14]4[CH:19]=[CH:18][C:17]([O:20][CH2:28][C:27]5[CH:26]=[C:25]([Cl:30])[S:24][C:23]=5[Cl:22])=[CH:16][C:15]4=[O:21])[CH:12]=[CH:13][C:6]=3[N:5]=2)[CH2:2][CH2:3]1. The catalyst class is: 674.